Dataset: Forward reaction prediction with 1.9M reactions from USPTO patents (1976-2016). Task: Predict the product of the given reaction. (1) Given the reactants C(Br)C=C.O.O.O.O.O.S([O-])([O-])(=O)=S.[Na+].[Na+].S([O-])(OCC=C)(=[O:19])=S.[CH3:25][C@@H:26]([C:29]([N:31]1[C@H:35]([C:36]([OH:38])=[O:37])[CH2:34][CH2:33][CH2:32]1)=[O:30])[CH2:27][SH:28], predict the reaction product. The product is: [CH3:25][C@@H:26]([C:29]([N:31]1[C@H:35]([C:36]([OH:38])=[O:37])[CH2:34][CH2:33][CH2:32]1)=[O:30])[CH2:27][SH:28].[CH2:34]1[CH:35]([C:36]([OH:38])=[O:37])[CH:33]1[CH:32]=[O:19]. (2) Given the reactants ClC(OC(Cl)C)=O.C1(C[N:15]2[CH2:23][C:22]3[C:21]([C:24]#[N:25])=[CH:20][CH:19]=[CH:18][C:17]=3[CH2:16]2)C=CC=CC=1.CO, predict the reaction product. The product is: [CH2:16]1[C:17]2[CH:18]=[CH:19][CH:20]=[C:21]([C:24]#[N:25])[C:22]=2[CH2:23][NH:15]1. (3) Given the reactants [CH2:1]([C@H:8]1[CH2:13][N:12]([C:14]2[CH:19]=[CH:18][C:17]([O:20][CH3:21])=[C:16]([O:22][CH:23]3[CH2:27][CH2:26][CH2:25][CH2:24]3)[CH:15]=2)[CH2:11][CH2:10][N:9]1[C:28](=O)[CH2:29][C:30](OCC)=[O:31])[C:2]1[CH:7]=[CH:6][CH:5]=[CH:4][CH:3]=1.[H-].[Al+3].[Li+].[H-].[H-].[H-], predict the reaction product. The product is: [CH2:1]([C@H:8]1[CH2:13][N:12]([C:14]2[CH:19]=[CH:18][C:17]([O:20][CH3:21])=[C:16]([O:22][CH:23]3[CH2:24][CH2:25][CH2:26][CH2:27]3)[CH:15]=2)[CH2:11][CH2:10][N:9]1[CH2:28][CH2:29][CH2:30][OH:31])[C:2]1[CH:3]=[CH:4][CH:5]=[CH:6][CH:7]=1. (4) Given the reactants [Br:1][C:2]1[C:10]2[C:5](=[N:6][C:7]([S:11][CH3:12])=[N:8][CH:9]=2)[NH:4][N:3]=1.C([O-])([O-])=O.[K+].[K+].CS(C)=O.Br[CH2:24][CH:25]1[CH2:30][CH2:29][CH:28]([NH:31][C:32](=[O:34])[O-:33])[CH2:27][CH2:26]1, predict the reaction product. The product is: [Br:1][C:2]1[C:10]2[C:5](=[N:6][C:7]([S:11][CH3:12])=[N:8][CH:9]=2)[N:4]([CH2:24][CH:25]2[CH2:30][CH2:29][CH:28]([NH:31][C:32](=[O:34])[O:33][C:10]([CH3:2])([CH3:5])[CH3:9])[CH2:27][CH2:26]2)[N:3]=1. (5) The product is: [Cl:10][C:11]1[CH:12]=[C:13]([Cl:32])[C:14]2[N:15]([C:17]([CH2:28][C:29]([N:34]([CH3:33])[C:35]3[CH:40]=[CH:39][CH:38]=[CH:37][CH:36]=3)=[O:30])=[C:18]([C:20]3[CH:21]=[CH:22][C:23]([O:26][CH3:27])=[CH:24][CH:25]=3)[N:19]=2)[CH:16]=1. Given the reactants C(N(C(C)C)CC)(C)C.[Cl:10][C:11]1[CH:12]=[C:13]([Cl:32])[C:14]2[N:15]([C:17]([CH2:28][C:29](O)=[O:30])=[C:18]([C:20]3[CH:25]=[CH:24][C:23]([O:26][CH3:27])=[CH:22][CH:21]=3)[N:19]=2)[CH:16]=1.[CH3:33][NH:34][C:35]1[CH:40]=[CH:39][CH:38]=[CH:37][CH:36]=1.C1C=CC2N(O)N=NC=2C=1.CCN=C=NCCCN(C)C.C(O)(=O)C, predict the reaction product. (6) Given the reactants [CH2:1]([C:4]1[CH:9]=[CH:8][CH:7]=[C:6]([N+:10]([O-:12])=[O:11])[C:5]=1[OH:13])[CH:2]=[CH2:3].[CH3:14][C:15]([CH3:17])=O.C(=O)([O-])[O-].[K+].[K+].ICC=C, predict the reaction product. The product is: [CH2:1]([C:4]1[CH:9]=[CH:8][CH:7]=[C:6]([N+:10]([O-:12])=[O:11])[C:5]=1[O:13][CH2:17][CH:15]=[CH2:14])[CH:2]=[CH2:3].